This data is from Full USPTO retrosynthesis dataset with 1.9M reactions from patents (1976-2016). The task is: Predict the reactants needed to synthesize the given product. Given the product [Br:1][C:2]1[C:3]([Cl:14])=[C:4]2[CH:11]=[CH:10][NH:9][C:5]2=[N:6][CH:7]=1, predict the reactants needed to synthesize it. The reactants are: [Br:1][C:2]1[CH:3]=[C:4]2[CH:11]=[CH:10][NH:9][C:5]2=[N+:6]([O-])[CH:7]=1.P(Cl)(Cl)([Cl:14])=O.